From a dataset of NCI-60 drug combinations with 297,098 pairs across 59 cell lines. Regression. Given two drug SMILES strings and cell line genomic features, predict the synergy score measuring deviation from expected non-interaction effect. (1) Drug 1: CCCS(=O)(=O)NC1=C(C(=C(C=C1)F)C(=O)C2=CNC3=C2C=C(C=N3)C4=CC=C(C=C4)Cl)F. Drug 2: COC1=CC(=CC(=C1O)OC)C2C3C(COC3=O)C(C4=CC5=C(C=C24)OCO5)OC6C(C(C7C(O6)COC(O7)C8=CC=CS8)O)O. Cell line: SF-295. Synergy scores: CSS=50.6, Synergy_ZIP=-0.225, Synergy_Bliss=1.28, Synergy_Loewe=-19.6, Synergy_HSA=1.84. (2) Drug 1: C1CC(=O)NC(=O)C1N2C(=O)C3=CC=CC=C3C2=O. Drug 2: C(CN)CNCCSP(=O)(O)O. Cell line: MALME-3M. Synergy scores: CSS=3.51, Synergy_ZIP=-1.66, Synergy_Bliss=-5.68, Synergy_Loewe=-1.33, Synergy_HSA=-3.77. (3) Drug 1: CC1=C2C(C(=O)C3(C(CC4C(C3C(C(C2(C)C)(CC1OC(=O)C(C(C5=CC=CC=C5)NC(=O)C6=CC=CC=C6)O)O)OC(=O)C7=CC=CC=C7)(CO4)OC(=O)C)O)C)OC(=O)C. Drug 2: COCCOC1=C(C=C2C(=C1)C(=NC=N2)NC3=CC=CC(=C3)C#C)OCCOC.Cl. Cell line: HCT116. Synergy scores: CSS=65.5, Synergy_ZIP=-1.11, Synergy_Bliss=-1.67, Synergy_Loewe=-20.0, Synergy_HSA=-1.10. (4) Drug 1: C1CC(=O)NC(=O)C1N2CC3=C(C2=O)C=CC=C3N. Drug 2: C1C(C(OC1N2C=NC3=C(N=C(N=C32)Cl)N)CO)O. Cell line: SW-620. Synergy scores: CSS=15.6, Synergy_ZIP=-0.560, Synergy_Bliss=0.781, Synergy_Loewe=-16.6, Synergy_HSA=0.829. (5) Drug 1: CC1=C(N=C(N=C1N)C(CC(=O)N)NCC(C(=O)N)N)C(=O)NC(C(C2=CN=CN2)OC3C(C(C(C(O3)CO)O)O)OC4C(C(C(C(O4)CO)O)OC(=O)N)O)C(=O)NC(C)C(C(C)C(=O)NC(C(C)O)C(=O)NCCC5=NC(=CS5)C6=NC(=CS6)C(=O)NCCC[S+](C)C)O. Drug 2: CN1C2=C(C=C(C=C2)N(CCCl)CCCl)N=C1CCCC(=O)O.Cl. Cell line: MDA-MB-231. Synergy scores: CSS=18.6, Synergy_ZIP=-3.58, Synergy_Bliss=-1.87, Synergy_Loewe=-5.58, Synergy_HSA=-1.54.